Task: Predict which catalyst facilitates the given reaction.. Dataset: Catalyst prediction with 721,799 reactions and 888 catalyst types from USPTO (1) Product: [Cl:12][C:13]1[CH:14]=[CH:15][C:16]([C:17]([N:19]2[CH2:23][CH2:22][CH:21]([NH:24][C:25]3[S:26][CH:2]=[C:3](/[CH:4]=[CH:5]/[C:6]([O:8][CH2:9][CH3:10])=[O:7])[N:27]=3)[CH2:20]2)=[O:18])=[CH:28][CH:29]=1. The catalyst class is: 10. Reactant: Cl[CH2:2][C:3](=O)/[CH:4]=[CH:5]/[C:6]([O:8][CH2:9][CH3:10])=[O:7].[Cl:12][C:13]1[CH:29]=[CH:28][C:16]([C:17]([N:19]2[CH2:23][CH2:22][CH:21]([NH:24][C:25]([NH2:27])=[S:26])[CH2:20]2)=[O:18])=[CH:15][CH:14]=1. (2) Reactant: [NH2:1][C:2]1[CH:17]=[CH:16][C:5]([C:6]([O:8][CH2:9][C:10]2[CH:15]=[CH:14][CH:13]=[CH:12][CH:11]=2)=[O:7])=[CH:4][C:3]=1[O:18][CH2:19][CH2:20][O:21][CH:22]1[CH2:27][CH2:26][CH2:25][CH2:24][O:23]1.[CH3:28][S:29](Cl)(=[O:31])=[O:30]. Product: [CH3:28][S:29]([NH:1][C:2]1[CH:17]=[CH:16][C:5]([C:6]([O:8][CH2:9][C:10]2[CH:15]=[CH:14][CH:13]=[CH:12][CH:11]=2)=[O:7])=[CH:4][C:3]=1[O:18][CH2:19][CH2:20][O:21][CH:22]1[CH2:27][CH2:26][CH2:25][CH2:24][O:23]1)(=[O:31])=[O:30]. The catalyst class is: 17. (3) Reactant: [N:1]1[CH:6]=[CH:5][CH:4]=[C:3]([C:7]2[N:12]=[CH:11][C:10]([C:13]([OH:15])=O)=[CH:9][N:8]=2)[CH:2]=1.CN(C(ON1N=NC2C=CC(=CC1=2)Cl)=[N+](C)C)C.F[P-](F)(F)(F)(F)F.CCN(C(C)C)C(C)C.[F:50][C:51]1[CH:52]=[C:53]2[C:57](=[CH:58][CH:59]=1)[N:56]([NH2:60])[CH:55]=[C:54]2[CH3:61]. Product: [F:50][C:51]1[CH:52]=[C:53]2[C:57](=[CH:58][CH:59]=1)[N:56]([NH:60][C:13]([C:10]1[CH:11]=[N:12][C:7]([C:3]3[CH:2]=[N:1][CH:6]=[CH:5][CH:4]=3)=[N:8][CH:9]=1)=[O:15])[CH:55]=[C:54]2[CH3:61]. The catalyst class is: 303.